Dataset: Catalyst prediction with 721,799 reactions and 888 catalyst types from USPTO. Task: Predict which catalyst facilitates the given reaction. (1) Reactant: [CH3:1][N:2]1[C:6]2[CH:7]=[CH:8][C:9]([C:11]3[CH:12]=[N:13][CH:14]=[C:15]4[C:20]=3[N:19]=[C:18]([CH2:21]O)[CH:17]=[CH:16]4)=[CH:10][C:5]=2[CH2:4][S:3]1(=[O:24])=[O:23].C([N:27](CC)CC)C.CS(Cl)(=O)=O.N.CO. Product: [CH3:1][N:2]1[C:6]2[CH:7]=[CH:8][C:9]([C:11]3[CH:12]=[N:13][CH:14]=[C:15]4[C:20]=3[N:19]=[C:18]([CH2:21][NH2:27])[CH:17]=[CH:16]4)=[CH:10][C:5]=2[CH2:4][S:3]1(=[O:24])=[O:23]. The catalyst class is: 4. (2) Reactant: I[C:2]1[CH:3]=[CH:4][C:5]2[N:6]([C:15]3[CH:20]=[CH:19][CH:18]=[CH:17][CH:16]=3)[C:7]3[C:12]([C:13]=2[CH:14]=1)=[CH:11][CH:10]=[CH:9][CH:8]=3.[Li].C(O[B:26]1[O:30][C:29]([CH3:32])([CH3:31])[C:28]([CH3:34])([CH3:33])[O:27]1)(C)C. Product: [C:5]1([N:6]2[C:15]3[CH:20]=[CH:19][C:18]([B:26]4[O:30][C:29]([CH3:32])([CH3:31])[C:28]([CH3:34])([CH3:33])[O:27]4)=[CH:17][C:16]=3[C:12]3[CH2:11][CH2:10][CH:9]=[CH:8][C:7]2=3)[CH:4]=[CH:3][CH:2]=[CH:14][CH:13]=1. The catalyst class is: 7. (3) Product: [F:1][C:2]1[C:3]([OH:48])=[CH:4][C:5]([CH2:43][C:44]([F:45])([F:47])[F:46])=[C:6]([C:8]2[N:13]=[C:12]([NH:14][CH2:15][C:16]3[C:21]([N:22]([CH3:27])[S:23]([CH3:26])(=[O:25])=[O:24])=[CH:20][CH:19]=[CH:18][N:17]=3)[C:11]3[C:28]([C:39]([NH:41][CH3:42])=[O:40])=[N:29][NH:30][C:10]=3[CH:9]=2)[CH:7]=1. The catalyst class is: 67. Reactant: [F:1][C:2]1[C:3]([O:48]COCC[Si](C)(C)C)=[CH:4][C:5]([CH2:43][C:44]([F:47])([F:46])[F:45])=[C:6]([C:8]2[N:13]=[C:12]([NH:14][CH2:15][C:16]3[C:21]([N:22]([CH3:27])[S:23]([CH3:26])(=[O:25])=[O:24])=[CH:20][CH:19]=[CH:18][N:17]=3)[C:11]3[C:28]([C:39]([NH:41][CH3:42])=[O:40])=[N:29][N:30](COCC[Si](C)(C)C)[C:10]=3[CH:9]=2)[CH:7]=1. (4) Reactant: [CH2:1]([O:8][C:9]1[CH:10]=[C:11]([C:22]([OH:24])=[O:23])[CH:12]=[C:13]([C:15]2[CH:20]=[CH:19][CH:18]=[C:17]([F:21])[CH:16]=2)[CH:14]=1)[C:2]1[CH:7]=[CH:6][CH:5]=[CH:4][CH:3]=1.[C:25](OC(O[C:25]([CH3:28])([CH3:27])[CH3:26])N(C)C)([CH3:28])([CH3:27])[CH3:26]. Product: [C:25]([O:23][C:22]([C:11]1[CH:12]=[C:13]([C:15]2[CH:20]=[CH:19][CH:18]=[C:17]([F:21])[CH:16]=2)[CH:14]=[C:9]([O:8][CH2:1][C:2]2[CH:3]=[CH:4][CH:5]=[CH:6][CH:7]=2)[CH:10]=1)=[O:24])([CH3:28])([CH3:27])[CH3:26]. The catalyst class is: 133. (5) Reactant: [Cl:1][CH2:2][C:3](=O)[CH2:4]C(OCC)=O.[C:11]([OH:14])(=[O:13])[CH3:12].[CH2:15]([NH2:18])[CH2:16][CH3:17].[C:19]1(C)C=CC=C[CH:20]=1. Product: [Cl:1][CH2:2][C:3]([NH:18][CH2:15][CH2:16][CH3:17])=[CH:4][CH2:12][C:11]([O:14][CH2:19][CH3:20])=[O:13]. The catalyst class is: 8. (6) Reactant: [Cl:1][C:2]1[CH:7]=[C:6]([Cl:8])[CH:5]=[CH:4][C:3]=1[S:9](Cl)(=[O:11])=[O:10].[CH2:13]([NH2:16])[CH2:14][CH3:15]. The catalyst class is: 51. Product: [Cl:1][C:2]1[CH:7]=[C:6]([Cl:8])[CH:5]=[CH:4][C:3]=1[S:9](=[O:11])(=[O:10])[NH:16][CH2:13][CH2:14][CH3:15]. (7) Reactant: [CH2:1]([O:3][CH:4]([O:23][CH2:24][CH3:25])[C:5]1[O:13][C:12]2[C:11](B3OC(C)(C)C(C)(C)O3)=[CH:10][N:9]=[CH:8][C:7]=2[CH:6]=1)[CH3:2].Br[C:27]1[CH:28]=[C:29]([CH:32]=[CH:33][C:34]=1[O:35][CH3:36])[CH:30]=[O:31].C(=O)([O-])[O-].[Na+].[Na+]. Product: [CH2:24]([O:23][CH:4]([O:3][CH2:1][CH3:2])[C:5]1[O:13][C:12]2[C:11]([C:27]3[CH:28]=[C:29]([CH:32]=[CH:33][C:34]=3[O:35][CH3:36])[CH:30]=[O:31])=[CH:10][N:9]=[CH:8][C:7]=2[CH:6]=1)[CH3:25]. The catalyst class is: 398.